This data is from Reaction yield outcomes from USPTO patents with 853,638 reactions. The task is: Predict the reaction yield, written as a fraction of the theoretical maximum amount of product (1.0 means a 100% yield; for example, 0.34 means a 34% yield). (1) The reactants are [C:1]([O:7][CH3:8])(=[O:6])[CH2:2][C:3]([CH3:5])=O.[Br:9][C:10]1[CH:17]=[CH:16][CH:15]=[CH:14][C:11]=1[CH:12]=O.[CH3:18][O:19][C:20](=[O:25])/[CH:21]=[C:22](\[NH2:24])/[CH3:23].CC(O)=O. The catalyst is CCO.CCOC(C)=O. The product is [Br:9][C:10]1[CH:17]=[CH:16][CH:15]=[CH:14][C:11]=1[CH:12]1[C:2]([C:1]([O:7][CH3:8])=[O:6])=[C:3]([CH3:5])[NH:24][C:22]([CH3:23])=[C:21]1[C:20]([O:19][CH3:18])=[O:25]. The yield is 0.200. (2) The reactants are [H-].[Na+].P([CH2:7][C:8]([O:10][CH3:11])=[O:9])(O)(O)=O.[C:12]([NH:16][C:17]([C:19]1[CH:23]=[C:22]([C:24]2[CH:29]=[CH:28][C:27]([CH:30]=O)=[CH:26][N:25]=2)[N:21]([C:32]2[CH:33]=[N:34][CH:35]=[CH:36][CH:37]=2)[N:20]=1)=[O:18])([CH3:15])([CH3:14])[CH3:13].O. The catalyst is O1CCCC1.C(Cl)(Cl)Cl. The product is [N:34]1[CH:35]=[CH:36][CH:37]=[C:32]([N:21]2[C:22]([C:24]3[N:25]=[CH:26][C:27](/[CH:30]=[CH:7]/[C:8]([O:10][CH3:11])=[O:9])=[CH:28][CH:29]=3)=[CH:23][C:19]([C:17](=[O:18])[NH:16][C:12]([CH3:14])([CH3:13])[CH3:15])=[N:20]2)[CH:33]=1. The yield is 0.500. (3) The reactants are C[O:2][C:3](=[O:25])[C:4]1[C:5](=[CH:10][C:11]([NH:14][CH2:15][C:16]2[O:17][C:18]3[CH:24]=[CH:23][CH:22]=[CH:21][C:19]=3[CH:20]=2)=[CH:12][CH:13]=1)[C:6]([O:8]C)=[O:7].[OH-].[Na+]. The catalyst is C(O)C. The product is [O:17]1[C:18]2[CH:24]=[CH:23][CH:22]=[CH:21][C:19]=2[CH:20]=[C:16]1[CH2:15][NH:14][C:11]1[CH:10]=[C:5]([C:6]([OH:8])=[O:7])[C:4](=[CH:13][CH:12]=1)[C:3]([OH:25])=[O:2]. The yield is 0.980. (4) The reactants are [I:1][C:2]1[C:10]2[C:5](=[N:6][CH:7]=[N:8][C:9]=2[NH2:11])[NH:4][N:3]=1.[C:12]([O:16][C:17]([N:19]1[CH2:24][CH2:23][CH2:22][C@H:21](O)[CH2:20]1)=[O:18])([CH3:15])([CH3:14])[CH3:13].C1(P(C2C=CC=CC=2)C2C=CC=CC=2)C=CC=CC=1.N(C(OC(C)C)=O)=NC(OC(C)C)=O. The catalyst is O1CCCC1. The product is [NH2:11][C:9]1[N:8]=[CH:7][N:6]=[C:5]2[N:4]([C@@H:23]3[CH2:22][CH2:21][CH2:20][N:19]([C:17]([O:16][C:12]([CH3:15])([CH3:14])[CH3:13])=[O:18])[CH2:24]3)[N:3]=[C:2]([I:1])[C:10]=12. The yield is 0.330. (5) The product is [C:1]([O:5][C:6]([NH:8][C@H:9]1[CH2:14][C@@H:13]([CH2:15][F:27])[CH2:12][N:11]([C:17]([O:19][CH2:20][C:21]2[CH:26]=[CH:25][CH:24]=[CH:23][CH:22]=2)=[O:18])[CH2:10]1)=[O:7])([CH3:4])([CH3:3])[CH3:2]. The reactants are [C:1]([O:5][C:6]([NH:8][C@H:9]1[CH2:14][C@@H:13]([CH2:15]O)[CH2:12][N:11]([C:17]([O:19][CH2:20][C:21]2[CH:26]=[CH:25][CH:24]=[CH:23][CH:22]=2)=[O:18])[CH2:10]1)=[O:7])([CH3:4])([CH3:3])[CH3:2].[F:27]C(F)(S(F)(=O)=O)C(F)(F)C(F)(F)C(F)(F)F.C(N(CC)CC)C. The catalyst is O1CCCC1. The yield is 0.450. (6) The reactants are [CH3:1][C:2]1[C:7]2[CH2:8][O:9][C:10](=[O:11])[C:6]=2[C:5]([OH:12])=[C:4]([CH2:13]/[CH:14]=[C:15](/[CH2:17][CH2:18][C:19]([O:21][CH3:22])=[O:20])\[CH3:16])[C:3]=1[O:23][CH3:24].C[Si]([N-][Si](C)(C)C)(C)C.[Na+].[Br:35][CH2:36][CH:37]=[CH:38][CH2:39]Br. The catalyst is C1COCC1. The product is [CH3:22][O:21][C:19](=[O:20])[CH:18]([CH2:39][CH:38]=[CH:37][CH2:36][Br:35])[CH2:17][C:15]([CH3:16])=[CH:14][CH2:13][C:4]1[C:5]([OH:12])=[C:6]2[C:7](=[C:2]([CH3:1])[C:3]=1[O:23][CH3:24])[CH2:8][O:9][C:10]2=[O:11]. The yield is 0.780. (7) The reactants are [CH2:1]([O:3][CH:4]([O:7][CH2:8][CH3:9])[CH2:5]Cl)[CH3:2].[C:10]([O-:18])(=[O:17])[C:11]1[CH:16]=[CH:15][CH:14]=[CH:13][CH:12]=1.[K+].CN(C=O)C.O. The catalyst is C(OCC)(=O)C. The product is [CH2:1]([O:3][CH:4]([O:7][CH2:8][CH3:9])[CH2:5][O:18][C:10](=[O:17])[C:11]1[CH:16]=[CH:15][CH:14]=[CH:13][CH:12]=1)[CH3:2]. The yield is 0.300.